Regression. Given a peptide amino acid sequence and an MHC pseudo amino acid sequence, predict their binding affinity value. This is MHC class II binding data. From a dataset of Peptide-MHC class II binding affinity with 134,281 pairs from IEDB. (1) The peptide sequence is KTKNKTNWKQTWTFK. The MHC is DRB1_0701 with pseudo-sequence DRB1_0701. The binding affinity (normalized) is 0.466. (2) The peptide sequence is GKSYDALATFTVNIF. The MHC is DRB1_0401 with pseudo-sequence DRB1_0401. The binding affinity (normalized) is 0.550. (3) The peptide sequence is PDPTKLILQLLKDFL. The MHC is HLA-DQA10101-DQB10501 with pseudo-sequence HLA-DQA10101-DQB10501. The binding affinity (normalized) is 0.442. (4) The peptide sequence is TEAVQKIATESIVIWGKTPKFRL. The MHC is HLA-DQA10103-DQB10603 with pseudo-sequence HLA-DQA10103-DQB10603. The binding affinity (normalized) is 0.486. (5) The peptide sequence is QVTIAGAKLRSLNLG. The MHC is DRB1_1101 with pseudo-sequence DRB1_1101. The binding affinity (normalized) is 0.628. (6) The peptide sequence is EHGSDEWVAMTKGEGGVWTF. The MHC is DRB1_1302 with pseudo-sequence DRB1_1302. The binding affinity (normalized) is 0.406.